This data is from Peptide-MHC class II binding affinity with 134,281 pairs from IEDB. The task is: Regression. Given a peptide amino acid sequence and an MHC pseudo amino acid sequence, predict their binding affinity value. This is MHC class II binding data. (1) The MHC is HLA-DPA10201-DPB11401 with pseudo-sequence HLA-DPA10201-DPB11401. The binding affinity (normalized) is 0.431. The peptide sequence is EAAFTVSSKRNLADA. (2) The peptide sequence is EKKYFAATQFEPLPA. The MHC is DRB1_1001 with pseudo-sequence DRB1_1001. The binding affinity (normalized) is 0.737. (3) The peptide sequence is DVKFPGLGQIVGGVY. The MHC is HLA-DQA10501-DQB10301 with pseudo-sequence HLA-DQA10501-DQB10301. The binding affinity (normalized) is 0.547. (4) The peptide sequence is KYFAATQFEPLAARL. The MHC is DRB1_1001 with pseudo-sequence DRB1_1001. The binding affinity (normalized) is 0.438. (5) The peptide sequence is SAQNISGAGWSGMAE. The MHC is HLA-DPA10201-DPB10501 with pseudo-sequence HLA-DPA10201-DPB10501. The binding affinity (normalized) is 0. (6) The peptide sequence is KFDSQLAHRHMARELH. The MHC is HLA-DQA10401-DQB10402 with pseudo-sequence HLA-DQA10401-DQB10402. The binding affinity (normalized) is 0.242. (7) The peptide sequence is SRRSRRAIDLPTHEN. The MHC is DRB1_0404 with pseudo-sequence DRB1_0404. The binding affinity (normalized) is 0.266. (8) The peptide sequence is QVKVPKGAPCRIPVI. The MHC is DRB1_0404 with pseudo-sequence DRB1_0404. The binding affinity (normalized) is 0. (9) The peptide sequence is VASRKASNTILPLMA. The MHC is DRB1_0801 with pseudo-sequence DRB1_0801. The binding affinity (normalized) is 0.275. (10) The peptide sequence is FTSLEYIEAAKWLLP. The MHC is DRB1_1101 with pseudo-sequence DRB1_1101. The binding affinity (normalized) is 0.337.